This data is from Full USPTO retrosynthesis dataset with 1.9M reactions from patents (1976-2016). The task is: Predict the reactants needed to synthesize the given product. (1) Given the product [F:8][C:9]1[CH:18]=[CH:17][C:16]([O:19][CH2:20][CH2:21][CH3:22])=[C:15]2[C:10]=1[C:11](=[O:31])[C:12]([C:23]1[CH:24]=[CH:25][C:26]([O:29][CH3:30])=[CH:27][CH:28]=1)=[CH:13][N:14]2[CH2:33][CH2:34][CH2:35][N:36]1[C:40](=[O:41])[C:39]2[C:38](=[CH:45][CH:44]=[CH:43][CH:42]=2)[C:37]1=[O:46], predict the reactants needed to synthesize it. The reactants are: [H-].[Na+].CN(C=O)C.[F:8][C:9]1[CH:18]=[CH:17][C:16]([O:19][CH2:20][CH2:21][CH3:22])=[C:15]2[C:10]=1[C:11](=[O:31])[C:12]([C:23]1[CH:28]=[CH:27][C:26]([O:29][CH3:30])=[CH:25][CH:24]=1)=[CH:13][NH:14]2.Br[CH2:33][CH2:34][CH2:35][N:36]1[C:40](=[O:41])[C:39]2=[CH:42][CH:43]=[CH:44][CH:45]=[C:38]2[C:37]1=[O:46]. (2) Given the product [NH:20]1[CH2:19][CH2:18][CH:17]([O:16][C:14]2[CH:13]=[CH:12][C:10]3[NH:11][C:2](=[O:1])[C:3]4[CH:4]=[CH:5][CH:6]=[N:7][C:8]=4[C:9]=3[CH:15]=2)[CH2:22][CH2:21]1, predict the reactants needed to synthesize it. The reactants are: [O:1]=[C:2]1[NH:11][C:10]2[CH:12]=[CH:13][C:14]([O:16][CH:17]3[CH2:22][CH2:21][N:20](C(OC(C)(C)C)=O)[CH2:19][CH2:18]3)=[CH:15][C:9]=2[C:8]2[N:7]=[CH:6][CH:5]=[CH:4][C:3]1=2.O1CCOCC1.Cl. (3) Given the product [CH:37]1([C:34]2[CH:35]=[CH:36][N:32]([CH2:31][C:30]([NH:29][C:25]3[CH:26]=[N:27][CH:28]=[C:23]([C:21]([C:13]4[C:14]5[CH:15]=[N:16][CH:17]=[C:18]([F:20])[C:19]=5[N:11]([C:8]([CH3:10])([CH3:9])[CH2:7][OH:6])[CH:12]=4)=[O:22])[CH:24]=3)=[O:40])[N:33]=2)[CH2:38][CH2:39]1, predict the reactants needed to synthesize it. The reactants are: C([Si](C)(C)[O:6][CH2:7][C:8]([N:11]1[C:19]2[C:18]([F:20])=[CH:17][N:16]=[CH:15][C:14]=2[C:13]([C:21]([C:23]2[CH:24]=[C:25]([NH:29][C:30](=[O:40])[CH2:31][N:32]3[CH:36]=[CH:35][C:34]([CH:37]4[CH2:39][CH2:38]4)=[N:33]3)[CH:26]=[N:27][CH:28]=2)=[O:22])=[CH:12]1)([CH3:10])[CH3:9])(C)(C)C. (4) Given the product [NH2:1][C:2]1[C:3]([C:7]2[N:8]([CH2:26][CH3:27])[C:9]3[CH:14]=[C:13]([CH2:15][C:16]4[CH:17]=[C:18]([CH:22]=[CH:23][CH:24]=4)[C:19]([NH:36][CH2:35][CH2:34][N:28]4[CH2:33][CH2:32][O:31][CH2:30][CH2:29]4)=[O:21])[N:12]=[CH:11][C:10]=3[N:25]=2)=[N:4][O:5][N:6]=1, predict the reactants needed to synthesize it. The reactants are: [NH2:1][C:2]1[C:3]([C:7]2[N:8]([CH2:26][CH3:27])[C:9]3[CH:14]=[C:13]([CH2:15][C:16]4[CH:17]=[C:18]([CH:22]=[CH:23][CH:24]=4)[C:19]([OH:21])=O)[N:12]=[CH:11][C:10]=3[N:25]=2)=[N:4][O:5][N:6]=1.[N:28]1([CH2:34][CH2:35][NH2:36])[CH2:33][CH2:32][O:31][CH2:30][CH2:29]1.C1C=CC2N(O)N=NC=2C=1.CN(C(ON1N=NC2C=CC=CC1=2)=[N+](C)C)C.F[P-](F)(F)(F)(F)F.CN1CCOCC1. (5) Given the product [CH3:2][C@@H:1]1[N:3]([CH2:4][CH3:5])[CH2:18][C:19](=[O:20])[O:21][CH2:22]1, predict the reactants needed to synthesize it. The reactants are: [CH2:1]([NH:3][C@@H:4](C)[CH2:5]O)[CH3:2].C(N(C(C)C)C(C)C)C.Br[CH2:18][C:19]([O:21][CH3:22])=[O:20]. (6) Given the product [Cl:1][C:2]1[C:7]2=[N:8][CH:9]=[C:10]([OH:12])[N:11]=[C:6]2[CH:5]=[CH:4][N:3]=1, predict the reactants needed to synthesize it. The reactants are: [Cl:1][C:2]1[C:7]2=[N:8][CH:9]=[C:10]([O:12]C)[N:11]=[C:6]2[CH:5]=[CH:4][N:3]=1.B(Br)(Br)Br.ClCCl. (7) Given the product [CH2:1]([O:3][C:4]([CH:6]1[CH2:10][CH2:9][CH2:8][CH:7]1[NH:11][CH2:12][CH3:13])=[O:5])[CH3:2], predict the reactants needed to synthesize it. The reactants are: [CH2:1]([O:3][C:4]([C:6]1[CH2:10][CH2:9][CH2:8][C:7]=1[NH:11][CH2:12][CH3:13])=[O:5])[CH3:2].C(O[BH-](OC(=O)C)OC(=O)C)(=O)C.[Na+].